Dataset: Reaction yield outcomes from USPTO patents with 853,638 reactions. Task: Predict the reaction yield, written as a fraction of the theoretical maximum amount of product (1.0 means a 100% yield; for example, 0.34 means a 34% yield). (1) The reactants are Br[C:2]1[CH:7]=[CH:6][C:5]([N:8]2[C:12]([C:13]3[CH:18]=[CH:17][CH:16]=[CH:15][C:14]=3[Cl:19])=[CH:11][C:10]([C:20]([OH:29])([C:25]([F:28])([F:27])[F:26])[C:21]([F:24])([F:23])[F:22])=[N:9]2)=[CH:4][CH:3]=1.[CH3:30][S:31]([C:34]1[CH:35]=[C:36](B(O)O)[CH:37]=[CH:38][CH:39]=1)(=[O:33])=[O:32].C([O-])([O-])=O.[K+].[K+].O. The catalyst is O1CCOCC1. The product is [Cl:19][C:14]1[CH:15]=[CH:16][CH:17]=[CH:18][C:13]=1[C:12]1[N:8]([C:5]2[CH:4]=[CH:3][C:2]([C:38]3[CH:37]=[CH:36][CH:35]=[C:34]([S:31]([CH3:30])(=[O:33])=[O:32])[CH:39]=3)=[CH:7][CH:6]=2)[N:9]=[C:10]([C:20]([OH:29])([C:21]([F:22])([F:24])[F:23])[C:25]([F:26])([F:27])[F:28])[CH:11]=1. The yield is 0.820. (2) The reactants are O1CCCC1.[CH3:6][O:7]/[N:8]=[C:9](/[C:35]1[CH:40]=[CH:39][CH:38]=[CH:37][CH:36]=1)\[CH2:10][O:11][C:12]1[CH:34]=[CH:33][C:15]([CH2:16][O:17][C:18]2[CH:23]=[CH:22][C:21]([CH:24]([CH2:30][CH2:31][CH3:32])[CH2:25][C:26]([O:28]C)=[O:27])=[CH:20][CH:19]=2)=[CH:14][CH:13]=1.CO.[OH-].[Na+]. The product is [CH3:6][O:7]/[N:8]=[C:9](/[C:35]1[CH:36]=[CH:37][CH:38]=[CH:39][CH:40]=1)\[CH2:10][O:11][C:12]1[CH:13]=[CH:14][C:15]([CH2:16][O:17][C:18]2[CH:23]=[CH:22][C:21]([CH:24]([CH2:30][CH2:31][CH3:32])[CH2:25][C:26]([OH:28])=[O:27])=[CH:20][CH:19]=2)=[CH:33][CH:34]=1. The catalyst is O. The yield is 0.247. (3) The reactants are [N:1]1[CH:6]=[CH:5][CH:4]=[C:3]([NH:7][C:8](=[O:15])OCC(Cl)(Cl)Cl)[CH:2]=1.Cl.Cl.[F:18][C:19]1[CH:24]=[CH:23][C:22]([F:25])=[CH:21][C:20]=1[C:26]1[CH:31]=[CH:30][N:29]=[C:28]([N:32]2[CH2:37][CH2:36][NH:35][CH2:34][CH2:33]2)[N:27]=1. The catalyst is O1CCCC1.CCCCCC. The product is [F:18][C:19]1[CH:24]=[CH:23][C:22]([F:25])=[CH:21][C:20]=1[C:26]1[CH:31]=[CH:30][N:29]=[C:28]([N:32]2[CH2:37][CH2:36][N:35]([C:8]([NH:7][C:3]3[CH:2]=[N:1][CH:6]=[CH:5][CH:4]=3)=[O:15])[CH2:34][CH2:33]2)[N:27]=1. The yield is 0.420. (4) The reactants are [NH:1]1[CH2:6][CH2:5][O:4][CH2:3][CH2:2]1.[Cl:7][C:8]1[N:9]=[N:10][C:11](Cl)=[CH:12][CH:13]=1. No catalyst specified. The product is [Cl:7][C:8]1[N:9]=[N:10][C:11]([N:1]2[CH2:6][CH2:5][O:4][CH2:3][CH2:2]2)=[CH:12][CH:13]=1. The yield is 0.790. (5) The reactants are CC(C)([O-])C.[K+].[C:7]1([C:13]2[N:14]=[CH:15][NH:16][CH:17]=2)[CH:12]=[CH:11][CH:10]=[CH:9][CH:8]=1.[CH2:18](Br)[CH:19]=[CH2:20].C(N(CC)CC)C.[C:29]1([CH3:38])[CH:34]=[CH:33][C:32]([C:35](Cl)=[O:36])=[CH:31][CH:30]=1. The catalyst is CN(C=O)C.O. The product is [CH2:18]([N:16]1[CH:17]=[C:13]([C:7]2[CH:8]=[CH:9][CH:10]=[CH:11][CH:12]=2)[N:14]=[C:15]1[C:35]([C:32]1[CH:33]=[CH:34][C:29]([CH3:38])=[CH:30][CH:31]=1)=[O:36])[CH:19]=[CH2:20]. The yield is 0.300. (6) The reactants are [CH:1]([C@H:3]1[CH2:7][O:6][C:5]([CH3:9])([CH3:8])[N:4]1[C:10]([O:12][C:13]([CH3:16])([CH3:15])[CH3:14])=[O:11])=[O:2].[CH3:17][Mg]Br. The catalyst is C1COCC1. The product is [OH:2][CH:1]([C@H:3]1[CH2:7][O:6][C:5]([CH3:9])([CH3:8])[N:4]1[C:10]([O:12][C:13]([CH3:16])([CH3:15])[CH3:14])=[O:11])[CH3:17]. The yield is 0.770. (7) The reactants are [Br:1][C:2]1[CH:3]=[C:4]2[C:9](=[CH:10][CH:11]=1)[N:8]=[N:7][C:6]([N+:12]([O-])=O)=[C:5]2[NH:15][C:16]1[CH:21]=[CH:20][C:19]([C:22]([CH3:26])([CH3:25])[C:23]#[N:24])=[CH:18][CH:17]=1.O.O.Cl[Sn]Cl.C([O-])([O-])=O.[Na+].[Na+]. The catalyst is CCOC(C)=O. The product is [NH2:12][C:6]1[N:7]=[N:8][C:9]2[C:4]([C:5]=1[NH:15][C:16]1[CH:17]=[CH:18][C:19]([C:22]([CH3:25])([CH3:26])[C:23]#[N:24])=[CH:20][CH:21]=1)=[CH:3][C:2]([Br:1])=[CH:11][CH:10]=2. The yield is 0.690.